Predict the reaction yield, written as a fraction of the theoretical maximum amount of product (1.0 means a 100% yield; for example, 0.34 means a 34% yield). From a dataset of Reaction yield outcomes from USPTO patents with 853,638 reactions. (1) The catalyst is O.C1C=CC([P]([Pd]([P](C2C=CC=CC=2)(C2C=CC=CC=2)C2C=CC=CC=2)([P](C2C=CC=CC=2)(C2C=CC=CC=2)C2C=CC=CC=2)[P](C2C=CC=CC=2)(C2C=CC=CC=2)C2C=CC=CC=2)(C2C=CC=CC=2)C2C=CC=CC=2)=CC=1. The reactants are Br[C:2]1[CH:3]=[C:4]([C:25](=[O:37])[NH:26][CH2:27][C:28]2[C:29](=[O:36])[NH:30][C:31]([CH3:35])=[CH:32][C:33]=2[CH3:34])[C:5]([CH3:24])=[C:6]([N:8]([CH2:22][CH3:23])[CH:9]2[CH2:14][CH2:13][N:12]([C:15]([O:17][C:18]([CH3:21])([CH3:20])[CH3:19])=[O:16])[CH2:11][CH2:10]2)[CH:7]=1.B(O)O.C([O-])([O-])=O.[Na+].[Na+].O1[CH2:52][CH2:51][O:50][CH2:49][CH2:48]1.O. The product is [CH3:34][C:33]1[CH:32]=[C:31]([CH3:35])[NH:30][C:29](=[O:36])[C:28]=1[CH2:27][NH:26][C:25]([C:4]1[C:5]([CH3:24])=[C:6]([N:8]([CH2:22][CH3:23])[CH:9]2[CH2:10][CH2:11][N:12]([C:15]([O:17][C:18]([CH3:20])([CH3:21])[CH3:19])=[O:16])[CH2:13][CH2:14]2)[CH:7]=[C:2]([C:7]2[CH:6]=[CH:5][C:4]([CH2:25][N:26]3[CH2:52][CH2:51][O:50][CH2:49][CH2:48]3)=[CH:3][CH:2]=2)[CH:3]=1)=[O:37]. The yield is 0.687. (2) The reactants are [S:1]1[CH:5]=[CH:4][CH:3]=[C:2]1[C:6]([OH:8])=O.C1C=CC2N(O)N=NC=2C=1.CCN=C=NCCCN(C)C.CCN(CC)CC.[CH3:37][O:38][C:39]1[CH:48]=[C:47]([O:49][CH3:50])[CH:46]=[C:45]2[C:40]=1[C:41](=[O:63])[NH:42][C:43]([C:51]1[CH:56]=[CH:55][C:54]([N:57]3[CH2:62][CH2:61][NH:60][CH2:59][CH2:58]3)=[CH:53][CH:52]=1)=[N:44]2. The catalyst is C1COCC1. The product is [CH3:37][O:38][C:39]1[CH:48]=[C:47]([O:49][CH3:50])[CH:46]=[C:45]2[C:40]=1[C:41](=[O:63])[NH:42][C:43]([C:51]1[CH:56]=[CH:55][C:54]([N:57]3[CH2:58][CH2:59][N:60]([C:6]([C:2]4[S:1][CH:5]=[CH:4][CH:3]=4)=[O:8])[CH2:61][CH2:62]3)=[CH:53][CH:52]=1)=[N:44]2. The yield is 0.300.